This data is from Full USPTO retrosynthesis dataset with 1.9M reactions from patents (1976-2016). The task is: Predict the reactants needed to synthesize the given product. (1) Given the product [F:1][CH:2]([F:18])[O:3][C:4]1[C:9]2[O:10][CH:11]([CH3:15])[C:12](=[O:14])[NH:13][C:8]=2[CH:7]=[C:6]([CH2:16][N:32]2[CH2:31][CH2:30][N:29]([C:26]3[CH:25]=[CH:24][C:23]([C:22]([NH:21][CH2:19][CH3:20])=[O:35])=[CH:28][CH:27]=3)[CH2:34][CH2:33]2)[CH:5]=1, predict the reactants needed to synthesize it. The reactants are: [F:1][CH:2]([F:18])[O:3][C:4]1[C:9]2[O:10][CH:11]([CH3:15])[C:12](=[O:14])[NH:13][C:8]=2[CH:7]=[C:6]([CH:16]=O)[CH:5]=1.[CH2:19]([NH:21][C:22](=[O:35])[C:23]1[CH:28]=[CH:27][C:26]([N:29]2[CH2:34][CH2:33][NH:32][CH2:31][CH2:30]2)=[CH:25][CH:24]=1)[CH3:20]. (2) Given the product [Cl:1][C:2]1[C:11]2[C:6](=[CH:7][C:8]([F:13])=[CH:9][C:10]=2[F:12])[N:5]=[C:4]([C:14]2[CH:19]=[CH:18][CH:17]=[CH:16][C:15]=2[S:25]([CH3:29])(=[O:27])=[O:24])[C:3]=1[CH3:22], predict the reactants needed to synthesize it. The reactants are: [Cl:1][C:2]1[C:11]2[C:6](=[CH:7][C:8]([F:13])=[CH:9][C:10]=2[F:12])[N:5]=[C:4]([C:14]2[CH:19]=[CH:18][CH:17]=[CH:16][C:15]=2SC)[C:3]=1[CH3:22].O[O:24][S:25]([O-:27])=O.[K+].[CH2:29]1COCC1.